From a dataset of Peptide-MHC class II binding affinity with 134,281 pairs from IEDB. Regression. Given a peptide amino acid sequence and an MHC pseudo amino acid sequence, predict their binding affinity value. This is MHC class II binding data. (1) The peptide sequence is EWVAMTKGEGGVWTF. The MHC is HLA-DQA10501-DQB10201 with pseudo-sequence HLA-DQA10501-DQB10201. The binding affinity (normalized) is 0.0522. (2) The peptide sequence is ACCRTHDMCPDVMSAGES. The MHC is DRB1_1301 with pseudo-sequence DRB1_1301. The binding affinity (normalized) is 0. (3) The peptide sequence is MHVSFVMAYPEMLAA. The MHC is DRB1_0401 with pseudo-sequence DRB1_0401. The binding affinity (normalized) is 0.0315. (4) The peptide sequence is EKKGFAATQFEPLAA. The MHC is DRB1_0101 with pseudo-sequence DRB1_0101. The binding affinity (normalized) is 0.443.